From a dataset of Experimentally validated miRNA-target interactions with 360,000+ pairs, plus equal number of negative samples. Binary Classification. Given a miRNA mature sequence and a target amino acid sequence, predict their likelihood of interaction. (1) The miRNA is hsa-miR-616-3p with sequence AGUCAUUGGAGGGUUUGAGCAG. The protein sequence of the target gene is MATVAAAARGAGARAAAGLRSCGGAVARERPRSGCARRLCSAPAAPAAVDMKSYLWARYHEAKRSTDELVPSIMNNLLNPDAIFSNNEMSLSDIEIYGFDYDYTLVFYSKHLHTLIFNAARDLLINEHRYPVEIRKYEYDPSFAIRGLHYDVQRAVLMKIDAFHYIQMGTVYRGLSVVPDEEVIDMYEGSHVPLEQMSDFYGKSSHGNTMKQFMDIFSLPEMTLLSCVNEHFLKNNIDYEPVHLYKDVKDSIRDVHIKGIMYRAIEADIEKYICYADQTRAVLAKLAAHGKKMFLITNSP.... Result: 0 (no interaction). (2) The miRNA is hsa-miR-4796-3p with sequence UAAAGUGGCAGAGUAUAGACAC. The protein sequence of the target gene is MAAASEPVDSGALWGLERPEPPPTRFHRVHGANIRVDPSGTRATRVESFAHGVCFSREPLAPGQVFLVEIEEKELGWCGHLRLGLTALDPASLAPVPEFSLPDLVNLGHTWVFAITRHHNRVPREGRPEAEAAAPSRPPTLLVEPYLRIEQFRIPRDRLVGRSRPGLYSHLLDQLYELNVLPPTARRSRLGVLFCPRPDGTADMHIIINGEDMGPSARGLPAAQPLYAVVDVFASTKSVRLVQLEYGLPSLQTLCRLVIQRSMVHRLAIDGLHLPKELKDFCKYE. Result: 0 (no interaction). (3) The miRNA is hsa-miR-335-5p with sequence UCAAGAGCAAUAACGAAAAAUGU. The protein sequence of the target gene is MAVETLSPDWEFDRVDDGSQKIHAEVQLKNYGKFLEEYTSQLRRIEDALDDSIGDVWDFNLDPIALKLLPYEQSSLLELIKTENKVLNKVITVYAALCCEIKKLKYEAETKFYNGLLFYGEGATDASMVEGDCQIQMGRFISFLQELSCFVTRCYEVVMNVVHQLAALYISNKIAPKIIETTGVHFQTMYEHLGELLTVLLTLDEIIDNHITLKDHWTMYKRLLKSVHHNPSKFGIQEEKLKPFEKFLLKLEGQLLDGMIFQACIEQQFDSLNGGVSVSKNSTFAEEFAHSIRSIFANVE.... Result: 1 (interaction). (4) The miRNA is hsa-miR-6828-3p with sequence AUCUGCUCUCUUGUUCCCAG. The protein sequence of the target gene is MLRLLGRVMSFLPMPPPPPPPPPPPRTPGGPAARQLSRRPCAPPAPSPPAASAAGGEKKRRPPEMLLSSSWPSATLKRPPVRRGPGLGSGTPQPATSARVPPQPSPGRGGTSTTCSAPRRVACSHIPAGSTASGTSAGAGAGPDDATRFSLNLTPEAILVIQRRHLEKQLLARPRRPFPTPSADPRLPLVPCPRTRASTLRRGGPTSVPNAPLAVAVSSRPPRASLLPGGLQATLPSPCPSSLRPVLKVSLLNEKHKYDDEEYEEEVEVVDEGLVRKCTEWLRGVESAAAARGRTGHLDS.... Result: 0 (no interaction). (5) The miRNA is hsa-miR-6717-5p with sequence AGGCGAUGUGGGGAUGUAGAGA. The protein sequence of the target gene is MSSHVPADMINLRLILVSGKTKEFLFSPNDSASDIAKHVYDNWPMDWEEEQVSSPNILRLIYQGRFLHGNVTLGALKLPFGKTTVMHLVARETLPEPNSQGQRNREKTGESNCCVIL. Result: 0 (no interaction). (6) The miRNA is hsa-miR-4463 with sequence GAGACUGGGGUGGGGCC. Result: 0 (no interaction). The protein sequence of the target gene is MEGKRQLEKRDFGKRLSLDSSLVEYMDSNKYIEHLLTQLEEQHRSLWREKLAVARLQREVAQRTSEGAMHEKLIHELEEERHLRLQSEKRLQEVTLESERNRIQMRSLQQQFSRMEETVRNLLQSQGSPEQKKEETVNIMVYQEKLSEEERKHKEALEDLHMVVDEDSRSESSSTDEGKEKTKLLLERLKALEAENSALALENENQREQYERCLDEVANQVVQALLTQKDLREECVKLKTRVFDLEQQNRTLSILFQQRVRPTSDLLLQKLHSRLLDLSSGDLLSEVERNRSLTQSRTDA.... (7) The miRNA is hsa-miR-6823-3p with sequence UGAGCCUCUCCUUCCCUCCAG. The protein sequence of the target gene is MGQGDESERIVINVGGTRHQTYRSTLRTLPGTRLAWLAEPDAHSHFDYDPRADEFFFDRHPGVFAHILNYYRTGKLHCPADVCGPLYEEELAFWGIDETDVEPCCWMTYRQHRDAEEALDSFGGAPLDNSADDADADGPGDSGDGEDELEMTKRLALSDSPDGRPGGFWRRWQPRIWALFEDPYSSRYARYVAFASLFFILVSITTFCLETHERFNPIVNKTEIENVRNGTQVRYYREAETEAFLTYIEGVCVVWFTFEFLMRVIFCPNKVEFIKNSLNIIDFVAILPFYLEVGLSGLSS.... Result: 0 (no interaction). (8) The miRNA is hsa-miR-5585-3p with sequence CUGAAUAGCUGGGACUACAGGU. The protein sequence of the target gene is MVQRLTYRRRLSYNTASNKTRLSRTPGNRIVYLYTKKVGKAPKSACGVCPGRLRGVRAVRPKVLMRLSKTKKHVSRAYGGSMCAKCVRDRIKRAFLIEEQKIVVKVLKAQAQSQKAK. Result: 0 (no interaction).